Dataset: Catalyst prediction with 721,799 reactions and 888 catalyst types from USPTO. Task: Predict which catalyst facilitates the given reaction. (1) Reactant: [C:1]([OH:10])(=[O:9])[C@H:2]([C@@H:4]([C:6]([OH:8])=[O:7])[OH:5])[OH:3].[CH2:11]([O:18][C:19](=[O:36])[C:20]([CH3:35])([O:22][C:23]1[CH:28]=[CH:27][CH:26]=[C:25]([CH:29]2[CH2:34][CH2:33][CH2:32][NH:31][CH2:30]2)[CH:24]=1)[CH3:21])[C:12]1[CH:17]=[CH:16][CH:15]=[CH:14][CH:13]=1. Product: [C:6]([C@H:4]([C@@H:2]([C:1]([OH:10])=[O:9])[OH:3])[OH:5])([OH:8])=[O:7].[CH2:11]([O:18][C:19](=[O:36])[C:20]([CH3:21])([O:22][C:23]1[CH:28]=[CH:27][CH:26]=[C:25]([C@H:29]2[CH2:34][CH2:33][CH2:32][NH:31][CH2:30]2)[CH:24]=1)[CH3:35])[C:12]1[CH:17]=[CH:16][CH:15]=[CH:14][CH:13]=1. The catalyst class is: 131. (2) Reactant: [C:1]([C:3]1[CH:4]=[CH:5][C:6]([C:9]([OH:11])=[O:10])=[N:7][CH:8]=1)#[N:2].[OH2:12].[Cl-].[CH3:14][O:15]C1N=[C:14]([O:15]C)N=C([N+]2(C)[CH2:26][CH2:25][O:12][CH2:26][CH2:25]2)N=1.[NH2:31][C:32]1[CH:33]=[CH:34][C:35]([F:46])=[C:36]([C@:38]2([CH3:45])[CH2:43][S:42][CH2:41][C:40]([NH2:44])=[N:39]2)[CH:37]=1. Product: [C:9]([O:11][CH2:25][CH3:26])(=[O:10])[CH3:6].[CH3:14][OH:15].[OH-:12].[NH4+:2].[NH2:44][C:40]1[CH2:41][S:42][CH2:43][C@:38]([C:36]2[CH:37]=[C:32]([NH:31][C:9](=[O:11])[C:6]3[CH:5]=[CH:4][C:3]([C:1]#[N:2])=[CH:8][N:7]=3)[CH:33]=[CH:34][C:35]=2[F:46])([CH3:45])[N:39]=1. The catalyst class is: 5. (3) The catalyst class is: 4. Product: [Br:10][C:11]1[CH:16]=[CH:15][C:14]([F:17])=[CH:13][C:12]=1[CH:18]([F:7])[C:19]([F:26])([F:25])[C:20]([O:22][CH2:23][CH3:24])=[O:21]. Reactant: CCN(S(F)(F)[F:7])CC.[Br:10][C:11]1[CH:16]=[CH:15][C:14]([F:17])=[CH:13][C:12]=1[CH:18](O)[C:19]([F:26])([F:25])[C:20]([O:22][CH2:23][CH3:24])=[O:21].C([O-])(O)=O.[Na+].